This data is from Full USPTO retrosynthesis dataset with 1.9M reactions from patents (1976-2016). The task is: Predict the reactants needed to synthesize the given product. (1) Given the product [Cl:1][C:2]1[C:7]([NH:8][CH:9]2[CH2:19][CH2:18]2)=[CH:6][C:5]([F:16])=[CH:4][N:3]=1, predict the reactants needed to synthesize it. The reactants are: [Cl:1][C:2]1[C:7]([NH:8][C:9](=O)OC(C)(C)C)=[CH:6][C:5]([F:16])=[CH:4][N:3]=1.F[C:18](F)(F)[C:19](O)=O.C(=O)([O-])[O-].[Na+].[Na+].N1C=CC=CC=1C1C=CC=CN=1.C1(B(O)O)CC1. (2) Given the product [C:25]([O:24][C:22]([N:3]1[C:19](=[O:21])[C:6]2[C:7]3[CH:16]=[CH:15][C:14]4[CH:13]=[N:12][C:11]([Cl:17])=[CH:10][C:9]=4[C:8]=3[N:18]([C:22]([O:24][C:25]([CH3:28])([CH3:27])[CH3:26])=[O:23])[C:5]=2[CH2:4]1)=[O:23])([CH3:28])([CH3:27])[CH3:26], predict the reactants needed to synthesize it. The reactants are: Cl.Cl.[NH2:3][CH2:4][C:5]1[NH:18][C:8]2=[C:9]3[C:14](=[CH:15][CH:16]=[C:7]2[C:6]=1[C:19]([OH:21])=O)[CH:13]=[N:12][C:11]([Cl:17])=[CH:10]3.[C:22](O[C:22]([O:24][C:25]([CH3:28])([CH3:27])[CH3:26])=[O:23])([O:24][C:25]([CH3:28])([CH3:27])[CH3:26])=[O:23]. (3) Given the product [Br:1][C:2]1[CH:9]=[CH:8][C:5]([CH2:6][O:7][CH2:13][CH2:14][CH2:15][CH3:16])=[CH:4][CH:3]=1, predict the reactants needed to synthesize it. The reactants are: [Br:1][C:2]1[CH:9]=[CH:8][C:5]([CH2:6][OH:7])=[CH:4][CH:3]=1.[H-].[Na+].Br[CH2:13][CH2:14][CH2:15][CH3:16]. (4) Given the product [C:1]([O:5][C:6]([N:8]1[CH2:16][C:15]2[C:10](=[CH:11][CH:12]=[C:13]([O:22][CH2:21][CH2:20][C:19]([F:24])([F:23])[F:18])[CH:14]=2)[CH2:9]1)=[O:7])([CH3:4])([CH3:3])[CH3:2], predict the reactants needed to synthesize it. The reactants are: [C:1]([O:5][C:6]([N:8]1[CH2:16][C:15]2[C:10](=[CH:11][CH:12]=[C:13](I)[CH:14]=2)[CH2:9]1)=[O:7])([CH3:4])([CH3:3])[CH3:2].[F:18][C:19]([F:24])([F:23])[CH2:20][CH2:21][OH:22]. (5) Given the product [CH3:18][O:17][CH2:16][CH2:15][O:14][C:9]1[N:10]=[CH:11][CH:12]=[C:13]2[C:5]([C:3]([OH:4])=[O:2])=[CH:6][N:7]([CH2:19][CH2:20][O:21][CH3:22])[C:8]=12, predict the reactants needed to synthesize it. The reactants are: C[O:2][C:3]([C:5]1[C:13]2[C:8](=[C:9]([O:14][CH2:15][CH2:16][O:17][CH3:18])[N:10]=[CH:11][CH:12]=2)[N:7]([CH2:19][CH2:20][O:21][CH3:22])[CH:6]=1)=[O:4].[OH-].[Na+].Cl. (6) Given the product [CH3:36][O:24][C:22](=[O:23])[C:21]1[CH:25]=[CH:26][C:18]([C:17]#[C:16]/[CH:15]=[CH:14]/[C:11]2[CH:12]=[CH:13][C:35]([CH2:33][NH:29][CH:30]3[CH2:31][CH2:32]3)=[CH:9][CH:10]=2)=[CH:19][CH:20]=1, predict the reactants needed to synthesize it. The reactants are: N1(CC2[CH:13]=[CH:12][C:11](/[CH:14]=[CH:15]/[C:16]#[C:17][C:18]3[CH:26]=[CH:25][C:21]([C:22]([OH:24])=[O:23])=[CH:20][CH:19]=3)=[CH:10][CH:9]=2)CCOCC1.CC[N:29]([CH:33]([CH3:35])C)[CH:30]([CH3:32])[CH3:31].[CH:36]1(N)CC1. (7) The reactants are: I[C:2]1[C:3]([NH2:8])=[N:4][CH:5]=[CH:6][CH:7]=1.[CH2:9]([Si:11]([CH2:19][CH3:20])([CH2:17][CH3:18])[C:12]#[C:13][CH2:14][CH2:15][OH:16])[CH3:10].[Cl-].[Li+].C(=O)([O-])[O-].[Na+].[Na+]. Given the product [CH2:19]([Si:11]([CH2:9][CH3:10])([CH2:17][CH3:18])[C:12]1[NH:8][C:3]2=[N:4][CH:5]=[CH:6][CH:7]=[C:2]2[C:13]=1[CH2:14][CH2:15][OH:16])[CH3:20], predict the reactants needed to synthesize it. (8) Given the product [NH:1]1[C:5]2[CH:6]=[CH:7][CH:8]=[CH:9][C:4]=2[N:3]=[C:2]1[C:10](=[O:12])[CH3:11], predict the reactants needed to synthesize it. The reactants are: [NH:1]1[C:5]2[CH:6]=[CH:7][CH:8]=[CH:9][C:4]=2[N:3]=[C:2]1[CH:10]([OH:12])[CH3:11].[Cr](O[Cr]([O-])(=O)=O)([O-])(=O)=O.[K+].[K+].[NH4+].[OH-].